Dataset: Reaction yield outcomes from USPTO patents with 853,638 reactions. Task: Predict the reaction yield, written as a fraction of the theoretical maximum amount of product (1.0 means a 100% yield; for example, 0.34 means a 34% yield). (1) The reactants are [N+:1]([O-:15])([O:3][CH2:4][CH:5]([O:11][N+:12]([O-:14])=[O:13])[CH2:6][CH2:7][CH2:8][CH2:9][OH:10])=[O:2].Cl[C:17]([O:19][C:20]1[CH:25]=[CH:24][C:23]([N+:26]([O-:28])=[O:27])=[CH:22][CH:21]=1)=[O:18].N1C=CC=CC=1. The catalyst is C(Cl)Cl.O. The product is [C:17](=[O:18])([O:19][C:20]1[CH:21]=[CH:22][C:23]([N+:26]([O-:28])=[O:27])=[CH:24][CH:25]=1)[O:10][CH2:9][CH2:8][CH2:7][CH2:6][CH:5]([O:11][N+:12]([O-:14])=[O:13])[CH2:4][O:3][N+:1]([O-:15])=[O:2]. The yield is 0.810. (2) The reactants are [CH2:1]([Zn]CC)[CH3:2].[CH3:6]CCCCC.F[C:13](F)(F)[C:14]([OH:16])=[O:15].ICI.C=[C:23]([CH2:37]CC)[CH2:24][CH2:25][CH:26]([C:32]([O:34][CH2:35][CH3:36])=[O:33])C(OCC)=O. The catalyst is ClCCl. The product is [CH2:1]([O:16][C:14]([CH2:13][CH2:6][C:24]1([CH2:25][CH2:26][C:32]([O:34][CH2:35][CH3:36])=[O:33])[CH2:23][CH2:37]1)=[O:15])[CH3:2]. The yield is 0.990.